This data is from Catalyst prediction with 721,799 reactions and 888 catalyst types from USPTO. The task is: Predict which catalyst facilitates the given reaction. (1) Reactant: [NH2:1][C:2]1[N:10]=[CH:9][N:8]=[C:7]2[C:3]=1[N:4]=[CH:5][N:6]2[C@H:11]1[C@@H:15]2[O:16]C(C)(C)[O:18][C@@H:14]2[C@@H:13]([CH2:21][N:22]([CH3:42])[CH:23]2[CH2:26][CH:25]([CH2:27][NH:28][C:29]([NH:31][C:32]3[CH:37]=[CH:36][C:35]([C:38]([CH3:41])([CH3:40])[CH3:39])=[CH:34][CH:33]=3)=[O:30])[CH2:24]2)[O:12]1. Product: [NH2:1][C:2]1[N:10]=[CH:9][N:8]=[C:7]2[C:3]=1[N:4]=[CH:5][N:6]2[C@@H:11]1[O:12][C@H:13]([CH2:21][N:22]([CH3:42])[CH:23]2[CH2:26][CH:25]([CH2:27][NH:28][C:29]([NH:31][C:32]3[CH:33]=[CH:34][C:35]([C:38]([CH3:41])([CH3:39])[CH3:40])=[CH:36][CH:37]=3)=[O:30])[CH2:24]2)[C@@H:14]([OH:18])[C@H:15]1[OH:16]. The catalyst class is: 209. (2) Product: [Br:18][C:14]1[CH:15]=[C:16]([F:17])[C:8]([I:24])=[C:9]([CH:13]=1)[C:10]([OH:12])=[O:11]. The catalyst class is: 6. Reactant: S(=O)(=O)(O)O.Br.N[C:8]1[C:16]([F:17])=[CH:15][C:14]([Br:18])=[CH:13][C:9]=1[C:10]([OH:12])=[O:11].Cl.N([O-])=O.[Na+].[I-:24].[K+]. (3) Reactant: [Cl:1][C:2]1[CH:7]=[C:6]([Cl:8])[CH:5]=[CH:4][C:3]=1[N:9]1[C:13]([C:14]2[CH:19]=[CH:18][C:17]([O:20][S:21]([CH2:24][CH2:25][C:26]([F:29])([F:28])[F:27])(=[O:23])=[O:22])=[CH:16][CH:15]=2)=[C:12]([CH3:30])[C:11]([C:31]([O:33]CC(Cl)(Cl)Cl)=[O:32])=[N:10]1.C(Cl)Cl. Product: [Cl:1][C:2]1[CH:7]=[C:6]([Cl:8])[CH:5]=[CH:4][C:3]=1[N:9]1[C:13]([C:14]2[CH:15]=[CH:16][C:17]([O:20][S:21]([CH2:24][CH2:25][C:26]([F:29])([F:27])[F:28])(=[O:22])=[O:23])=[CH:18][CH:19]=2)=[C:12]([CH3:30])[C:11]([C:31]([OH:33])=[O:32])=[N:10]1. The catalyst class is: 183. (4) Reactant: [Cl:1][C:2]1[CH:9]=[C:8]([C:10]2[CH:14]=[CH:13][NH:12][N:11]=2)[CH:7]=[CH:6][C:3]=1[C:4]#[N:5].C(=O)(O[C@@H:18]([CH2:21]C(C)(C)C)[CH2:19]O)N.C1(P(C2C=CC=CC=2)C2C=CC=CC=2)C=CC=CC=1.CC(OC(/[N:52]=N/C(OC(C)C)=O)=O)C. Product: [NH2:52][C@@H:18]([CH3:21])[CH2:19][N:12]1[CH:13]=[CH:14][C:10]([C:8]2[CH:7]=[CH:6][C:3]([C:4]#[N:5])=[C:2]([Cl:1])[CH:9]=2)=[N:11]1. The catalyst class is: 1. (5) Reactant: II.[CH2:3]([C:5]1[CH:10]=[CH:9][CH:8]=[CH:7][C:6]=1[SH:11])[CH3:4].COC1C=CC(S([C:23]2[C:31]3[C:26](=[CH:27][CH:28]=[C:29]([CH3:32])[CH:30]=3)[N:25]([CH2:33][C:34]([OH:36])=[O:35])[C:24]=2[CH3:37])(=O)=O)=CC=1. Product: [NH4+:25].[CH2:3]([C:5]1[CH:10]=[CH:9][CH:8]=[CH:7][C:6]=1[S:11][C:23]1[C:31]2[C:26](=[CH:27][CH:28]=[C:29]([CH3:32])[CH:30]=2)[N:25]([CH2:33][C:34]([O-:36])=[O:35])[C:24]=1[CH3:37])[CH3:4]. The catalyst class is: 3. (6) Product: [Cl:17][C:12]1[CH:11]=[C:10]([CH:15]=[CH:14][C:13]=1[F:16])[CH2:9][CH:3]([C:2](=[O:7])[CH3:1])[C:4](=[O:6])[CH3:5]. Reactant: [CH3:1][C:2](=[O:7])[CH2:3][C:4](=[O:6])[CH3:5].Br[CH2:9][C:10]1[CH:15]=[CH:14][C:13]([F:16])=[C:12]([Cl:17])[CH:11]=1.[Na+].[Cl-].Cl. The catalyst class is: 575. (7) Product: [F:3][C:4]1[C:13]([N:14]([CH3:23])[C:15](=[O:22])[C:16]2[CH:17]=[CH:18][CH:19]=[CH:20][CH:21]=2)=[CH:12][CH:11]=[CH:10][C:5]=1[C:6]([OH:8])=[O:7]. Reactant: [OH-].[Na+].[F:3][C:4]1[C:13]([N:14]([CH3:23])[C:15](=[O:22])[C:16]2[CH:21]=[CH:20][CH:19]=[CH:18][CH:17]=2)=[CH:12][CH:11]=[CH:10][C:5]=1[C:6]([O:8]C)=[O:7]. The catalyst class is: 5. (8) Reactant: [NH2:1][C@@:2]1([CH2:34][CH2:35][CH:36]([CH3:38])[CH3:37])[C:11]2[C:6](=[CH:7][CH:8]=[CH:9][CH:10]=2)[C:5]([OH:12])=[C:4]([C:13]2[NH:18][C:17]3[CH:19]=[CH:20][C:21]([NH:23]C(=O)OC(C)(C)C)=[CH:22][C:16]=3[S:15](=[O:32])(=[O:31])[N:14]=2)[C:3]1=[O:33].Cl[CH2:40][CH2:41][S:42](Cl)(=[O:44])=[O:43].C(N(CC)CC)C.[NH:53]1[CH2:58][CH2:57][O:56][CH2:55][CH2:54]1.N1C=CC=CC=1.[CH3:65][S:66](Cl)(=[O:68])=[O:67]. Product: [OH:12][C:5]1[C:6]2[C:11](=[CH:10][CH:9]=[CH:8][CH:7]=2)[C@@:2]([NH:1][S:42]([CH2:41][CH2:40][N:53]2[CH2:58][CH2:57][O:56][CH2:55][CH2:54]2)(=[O:44])=[O:43])([CH2:34][CH2:35][CH:36]([CH3:37])[CH3:38])[C:3](=[O:33])[C:4]=1[C:13]1[NH:18][C:17]2[CH:19]=[CH:20][C:21]([NH:23][S:66]([CH3:65])(=[O:68])=[O:67])=[CH:22][C:16]=2[S:15](=[O:32])(=[O:31])[N:14]=1. The catalyst class is: 4.